This data is from Full USPTO retrosynthesis dataset with 1.9M reactions from patents (1976-2016). The task is: Predict the reactants needed to synthesize the given product. (1) Given the product [Cl:45][C:46]1[CH:51]=[C:50]([F:52])[CH:49]=[CH:48][C:47]=1[CH2:53][NH:54][C:8](=[O:10])[C@@H:7]1[CH2:11][CH2:12][C:13](=[O:14])[N:6]1[CH:1]1[CH2:2][CH2:3][CH2:4][CH2:5]1, predict the reactants needed to synthesize it. The reactants are: [CH:1]1([N:6]2[C:13](=[O:14])[CH2:12][CH2:11][C@H:7]2[C:8]([OH:10])=O)[CH2:5][CH2:4][CH2:3][CH2:2]1.Cl.CN(C)CCCN=C=NCC.ON1C2C=CC=CC=2N=N1.C(N1CCOCC1)C.[Cl:45][C:46]1[CH:51]=[C:50]([F:52])[CH:49]=[CH:48][C:47]=1[CH2:53][NH2:54].C(=O)([O-])O.[Na+]. (2) The reactants are: [C:1]([O:5][C:6]([N:8]1[CH2:12][C@@H:11]([CH2:13][N:14]([CH:31]([CH3:33])[CH3:32])[C:15](=[O:30])[C:16]2[CH:21]=[CH:20][C:19]([O:22][CH3:23])=[C:18]([O:24][CH2:25][CH2:26][CH2:27][O:28][CH3:29])[CH:17]=2)[C@H:10]([NH2:34])[CH2:9]1)=[O:7])([CH3:4])([CH3:3])[CH3:2].[C:35]([O:39][C:40]([N:42]1[C:47]2[CH:48]=[C:49]([CH:52]=O)[CH:50]=[CH:51][C:46]=2[O:45][CH2:44][CH2:43]1)=[O:41])([CH3:38])([CH3:37])[CH3:36].C(O[BH-](OC(=O)C)OC(=O)C)(=O)C.[Na+]. Given the product [C:35]([O:39][C:40]([N:42]1[C:47]2[CH:48]=[C:49]([CH2:52][NH:34][C@H:10]3[C@H:11]([CH2:13][N:14]([CH:31]([CH3:32])[CH3:33])[C:15](=[O:30])[C:16]4[CH:21]=[CH:20][C:19]([O:22][CH3:23])=[C:18]([O:24][CH2:25][CH2:26][CH2:27][O:28][CH3:29])[CH:17]=4)[CH2:12][N:8]([C:6]([O:5][C:1]([CH3:3])([CH3:4])[CH3:2])=[O:7])[CH2:9]3)[CH:50]=[CH:51][C:46]=2[O:45][CH2:44][CH2:43]1)=[O:41])([CH3:38])([CH3:37])[CH3:36], predict the reactants needed to synthesize it. (3) Given the product [C:22]([N:25]1[CH2:34][CH2:33][C:32]2[C:27](=[CH:28][CH:29]=[CH:30][C:31]=2[C:17]2[CH:16]=[C:15]([C:4]3([C:9]4[CH:14]=[CH:13][CH:12]=[CH:11][CH:10]=4)[N:3]=[C:2]([NH2:1])[N:6]([CH3:7])[C:5]3=[O:8])[CH:20]=[CH:19][CH:18]=2)[CH2:26]1)(=[O:24])[CH3:23], predict the reactants needed to synthesize it. The reactants are: [NH2:1][C:2]1[N:6]([CH3:7])[C:5](=[O:8])[C:4]([C:15]2[CH:20]=[CH:19][CH:18]=[C:17](Br)[CH:16]=2)([C:9]2[CH:14]=[CH:13][CH:12]=[CH:11][CH:10]=2)[N:3]=1.[C:22]([N:25]1[CH2:34][CH2:33][C:32]2[C:27](=[CH:28][CH:29]=[CH:30][C:31]=2B2OC(C)(C)C(C)(C)O2)[CH2:26]1)(=[O:24])[CH3:23]. (4) The reactants are: [Cl:1][C:2]1[C:3]([N:8]2[CH2:13][CH2:12][C:11](=[O:14])[CH2:10][CH2:9]2)=[N:4][CH:5]=[CH:6][CH:7]=1.[Si]([C:19]#[N:20])(C)(C)C.[Al+3].[Cl-].[Cl-].[Cl-].CS(O)(=O)=O. Given the product [Cl:1][C:2]1[C:3]([N:8]2[CH2:13][CH2:12][C:11]([OH:14])([C:19]#[N:20])[CH2:10][CH2:9]2)=[N:4][CH:5]=[CH:6][CH:7]=1, predict the reactants needed to synthesize it.